From a dataset of Forward reaction prediction with 1.9M reactions from USPTO patents (1976-2016). Predict the product of the given reaction. Given the reactants [F:1][C:2]1[CH:7]=[C:6]([C:8]([F:11])([F:10])[F:9])[CH:5]=[CH:4][C:3]=1[CH:12]=[CH:13][C:14]1[O:15][CH:16]=[C:17]([CH2:19][OH:20])[N:18]=1.CC(C)([O-])C.[Na+].Cl[C:28]1[N:33]=[CH:32][C:31]([CH2:34][CH2:35][CH2:36][CH2:37][N:38]2[CH:42]=[CH:41][N:40]=[N:39]2)=[CH:30][N:29]=1.C(OCC)(=O)C, predict the reaction product. The product is: [F:1][C:2]1[CH:7]=[C:6]([C:8]([F:9])([F:10])[F:11])[CH:5]=[CH:4][C:3]=1[CH:12]=[CH:13][C:14]1[O:15][CH:16]=[C:17]([CH2:19][O:20][C:28]2[N:33]=[CH:32][C:31]([CH2:34][CH2:35][CH2:36][CH2:37][N:38]3[CH:42]=[CH:41][N:40]=[N:39]3)=[CH:30][N:29]=2)[N:18]=1.